Task: Regression/Classification. Given a drug SMILES string, predict its absorption, distribution, metabolism, or excretion properties. Task type varies by dataset: regression for continuous measurements (e.g., permeability, clearance, half-life) or binary classification for categorical outcomes (e.g., BBB penetration, CYP inhibition). For this dataset (lipophilicity_astrazeneca), we predict Y.. Dataset: Experimental lipophilicity measurements (octanol/water distribution) for 4,200 compounds from AstraZeneca (1) The molecule is Cc1cc(Cl)ccc1OC1CCN(C[C@H](O)CNC(=O)c2c[nH]c(=O)c3cc(S(C)(=O)=O)ccc23)CC1. The Y is 2.42 logD. (2) The compound is CC(C)C(NC(=O)Cn1c(-c2cc(F)cc(F)c2)ncc(N)c1=O)C(=O)C(F)(F)F. The Y is 1.38 logD. (3) The molecule is CS(=O)(=O)c1ccc(Oc2ccc(C#C[C@]3(O)CN4CCC3CC4)cc2)cc1. The Y is 1.51 logD.